Dataset: Reaction yield outcomes from USPTO patents with 853,638 reactions. Task: Predict the reaction yield, written as a fraction of the theoretical maximum amount of product (1.0 means a 100% yield; for example, 0.34 means a 34% yield). (1) The reactants are [NH:1]1[CH2:5][CH2:4][C@@H:3]2[CH2:6][N:7]([C:9]3[CH:10]=[C:11]([CH2:16][OH:17])[C:12]([Br:15])=[N:13][CH:14]=3)[CH2:8][C@H:2]12.[C:18]([OH:25])(=[O:24])/[CH:19]=[CH:20]/[C:21]([OH:23])=[O:22]. The catalyst is CO.C(OCC)C. The product is [C:18]([OH:25])(=[O:24])/[CH:19]=[CH:20]/[C:21]([OH:23])=[O:22].[NH:1]1[CH2:5][CH2:4][C@@H:3]2[CH2:6][N:7]([C:9]3[CH:10]=[C:11]([CH2:16][OH:17])[C:12]([Br:15])=[N:13][CH:14]=3)[CH2:8][C@H:2]12. The yield is 0.700. (2) The reactants are [Cl:1][C:2]1[N:7]=[C:6]2[C:8]([CH3:36])=[C:9]([CH:11]([NH:18][C:19]3[CH:24]=[CH:23][C:22]([C:25]([N:27]([CH3:35])[CH2:28][CH2:29][C:30]([O:32]CC)=[O:31])=[O:26])=[CH:21][CH:20]=3)[CH:12]3[CH2:17][CH2:16][CH2:15][CH2:14][CH2:13]3)[O:10][C:5]2=[CH:4][CH:3]=1.O1CCCC1.[OH-].[Li+]. The catalyst is C(O)C. The product is [Cl:1][C:2]1[N:7]=[C:6]2[C:8]([CH3:36])=[C:9]([CH:11]([NH:18][C:19]3[CH:20]=[CH:21][C:22]([C:25]([N:27]([CH3:35])[CH2:28][CH2:29][C:30]([OH:32])=[O:31])=[O:26])=[CH:23][CH:24]=3)[CH:12]3[CH2:13][CH2:14][CH2:15][CH2:16][CH2:17]3)[O:10][C:5]2=[CH:4][CH:3]=1. The yield is 0.890. (3) The reactants are [ClH:1].[F:2][C:3]([F:34])([F:33])[C:4]1[CH:5]=[C:6]([CH:26]=[C:27]([C:29]([F:32])([F:31])[F:30])[CH:28]=1)[CH2:7][N:8]([CH3:25])[C:9]([C@@H:11]1[CH2:16][CH2:15][NH:14][CH2:13][C@H:12]1[C:17]1[CH:22]=[CH:21][C:20]([F:23])=[CH:19][C:18]=1[CH3:24])=[O:10].Br[CH2:36][CH2:37][CH2:38][OH:39].CCN(CC)CC.Cl.C(OCC)(=O)C. The catalyst is C1COCC1.O. The product is [ClH:1].[F:34][C:3]([F:2])([F:33])[C:4]1[CH:5]=[C:6]([CH:26]=[C:27]([C:29]([F:30])([F:31])[F:32])[CH:28]=1)[CH2:7][N:8]([CH3:25])[C:9]([C@@H:11]1[CH2:16][CH2:15][N:14]([CH2:36][CH2:37][CH2:38][OH:39])[CH2:13][C@H:12]1[C:17]1[CH:22]=[CH:21][C:20]([F:23])=[CH:19][C:18]=1[CH3:24])=[O:10]. The yield is 0.570. (4) The reactants are [C:1](/[N:3]=[C:4](\SC)/[NH:5][C:6]1[CH:11]=[C:10]([Cl:12])[CH:9]=[C:8]([Cl:13])[CH:7]=1)#[N:2].[NH2:16][NH2:17]. The catalyst is C(O)C. The product is [NH2:2][C:1]1[N:3]=[C:4]([NH:5][C:6]2[CH:11]=[C:10]([Cl:12])[CH:9]=[C:8]([Cl:13])[CH:7]=2)[NH:17][N:16]=1. The yield is 0.990.